This data is from NCI-60 drug combinations with 297,098 pairs across 59 cell lines. The task is: Regression. Given two drug SMILES strings and cell line genomic features, predict the synergy score measuring deviation from expected non-interaction effect. (1) Drug 1: C1CC(=O)NC(=O)C1N2CC3=C(C2=O)C=CC=C3N. Drug 2: C1=CC(=CC=C1CCCC(=O)O)N(CCCl)CCCl. Cell line: SNB-75. Synergy scores: CSS=12.4, Synergy_ZIP=-9.04, Synergy_Bliss=-3.65, Synergy_Loewe=-9.63, Synergy_HSA=-2.39. (2) Drug 1: CNC(=O)C1=CC=CC=C1SC2=CC3=C(C=C2)C(=NN3)C=CC4=CC=CC=N4. Drug 2: C1CCC(CC1)NC(=O)N(CCCl)N=O. Cell line: ACHN. Synergy scores: CSS=18.8, Synergy_ZIP=6.04, Synergy_Bliss=5.91, Synergy_Loewe=2.92, Synergy_HSA=6.05. (3) Drug 1: CC(C)(C1=NC(=CC=C1)N2C3=NC(=NC=C3C(=O)N2CC=C)NC4=CC=C(C=C4)N5CCN(CC5)C)O. Drug 2: CC1CC(C(C(C=C(C(C(C=CC=C(C(=O)NC2=CC(=O)C(=C(C1)C2=O)OC)C)OC)OC(=O)N)C)C)O)OC. Cell line: OVCAR3. Synergy scores: CSS=69.3, Synergy_ZIP=-2.52, Synergy_Bliss=-5.46, Synergy_Loewe=-19.2, Synergy_HSA=-1.89. (4) Drug 1: CC1=C(C(CCC1)(C)C)C=CC(=CC=CC(=CC(=O)O)C)C. Drug 2: CCCCCOC(=O)NC1=NC(=O)N(C=C1F)C2C(C(C(O2)C)O)O. Cell line: LOX IMVI. Synergy scores: CSS=-3.01, Synergy_ZIP=2.45, Synergy_Bliss=3.04, Synergy_Loewe=-3.00, Synergy_HSA=-2.34. (5) Drug 1: CCN(CC)CCCC(C)NC1=C2C=C(C=CC2=NC3=C1C=CC(=C3)Cl)OC. Drug 2: CC(C)CN1C=NC2=C1C3=CC=CC=C3N=C2N. Cell line: IGROV1. Synergy scores: CSS=2.77, Synergy_ZIP=0.764, Synergy_Bliss=2.05, Synergy_Loewe=0.338, Synergy_HSA=0.00222.